This data is from Forward reaction prediction with 1.9M reactions from USPTO patents (1976-2016). The task is: Predict the product of the given reaction. (1) Given the reactants [S:1]1[CH:5]=[CH:4][CH:3]=[C:2]1[C:6]1[CH:11]=[CH:10][CH:9]=[CH:8][C:7]=1[CH2:12][C:13]([O:15]C)=[O:14].CO.[OH-].[Na+], predict the reaction product. The product is: [S:1]1[CH:5]=[CH:4][CH:3]=[C:2]1[C:6]1[CH:11]=[CH:10][CH:9]=[CH:8][C:7]=1[CH2:12][C:13]([OH:15])=[O:14]. (2) Given the reactants [CH3:1][C:2]1[CH:3]=[C:4]([C:12]2[CH:17]=[C:16]([C:18]([F:21])([F:20])[F:19])[N:15]3[N:22]=[CH:23][C:24]([C:25](O)=O)=[C:14]3[N:13]=2)[CH:5]=[CH:6][C:7]=1[C:8]([F:11])([F:10])[F:9].[OH:28][NH:29][C:30](=[NH:41])[C:31]1[CH:36]=[CH:35][CH:34]=[C:33]([S:37](=[O:40])(=[O:39])[NH2:38])[CH:32]=1, predict the reaction product. The product is: [CH3:1][C:2]1[CH:3]=[C:4]([C:12]2[CH:17]=[C:16]([C:18]([F:21])([F:19])[F:20])[N:15]3[N:22]=[CH:23][C:24]([C:25]4[O:28][N:29]=[C:30]([C:31]5[CH:32]=[C:33]([S:37]([NH2:38])(=[O:39])=[O:40])[CH:34]=[CH:35][CH:36]=5)[N:41]=4)=[C:14]3[N:13]=2)[CH:5]=[CH:6][C:7]=1[C:8]([F:9])([F:10])[F:11].